This data is from Reaction yield outcomes from USPTO patents with 853,638 reactions. The task is: Predict the reaction yield, written as a fraction of the theoretical maximum amount of product (1.0 means a 100% yield; for example, 0.34 means a 34% yield). (1) The reactants are [CH2:1]([C:8]([C:10]([F:13])([F:12])[F:11])=O)[C:2]([C:4]([F:7])([F:6])[F:5])=O.Cl.[N+:15]([C:18]1[CH:19]=[C:20]([NH:24][NH2:25])[CH:21]=[CH:22][CH:23]=1)([O-:17])=[O:16]. No catalyst specified. The product is [F:11][C:10]([F:13])([F:12])[C:8]1[CH:1]=[C:2]([C:4]([F:7])([F:6])[F:5])[N:24]([C:20]2[CH:21]=[CH:22][CH:23]=[C:18]([N+:15]([O-:17])=[O:16])[CH:19]=2)[N:25]=1. The yield is 0.940. (2) The catalyst is O1CCCC1. The reactants are C[O:2][C:3](=[O:25])[C:4]1[CH:9]=[C:8]([C:10]2[CH:15]=[CH:14][C:13]([Cl:16])=[CH:12][CH:11]=2)[C:7]([O:17][CH2:18][C:19]2[N:20]([CH3:24])[CH:21]=[CH:22][N:23]=2)=[N:6][CH:5]=1.O.[OH-].[Li+].C(O)(=O)CC(CC(O)=O)(C(O)=O)O. The yield is 1.00. The product is [Cl:16][C:13]1[CH:14]=[CH:15][C:10]([C:8]2[C:7]([O:17][CH2:18][C:19]3[N:20]([CH3:24])[CH:21]=[CH:22][N:23]=3)=[N:6][CH:5]=[C:4]([CH:9]=2)[C:3]([OH:25])=[O:2])=[CH:11][CH:12]=1. (3) The reactants are [C:1]([C:5]1[CH:6]=[C:7]([C:10]([OH:13])=[CH:11][N:12]=1)[C:8]#[N:9])([CH3:4])([CH3:3])[CH3:2].[CH:14](N(CC)C(C)C)(C)C.C[Si](C=[N+]=[N-])(C)C. The catalyst is C(#N)C.CO. The product is [C:1]([C:5]1[CH:6]=[C:7]([C:10]([O:13][CH3:14])=[CH:11][N:12]=1)[C:8]#[N:9])([CH3:4])([CH3:2])[CH3:3]. The yield is 0.990. (4) The reactants are [OH:1][C:2]1[CH:7]=[CH:6][C:5]([CH:8]2[CH2:13][CH2:12][C:11](=[O:14])[CH2:10][CH2:9]2)=[CH:4][CH:3]=1.[OH-].[Na+].[Br:17][CH2:18][CH2:19]Br. The catalyst is S([O-])(O)(=O)=O.C([N+](CCCC)(CCCC)CCCC)CCC. The product is [Br:17][CH2:18][CH2:19][O:1][C:2]1[CH:3]=[CH:4][C:5]([CH:8]2[CH2:9][CH2:10][C:11](=[O:14])[CH2:12][CH2:13]2)=[CH:6][CH:7]=1. The yield is 0.420. (5) The reactants are [N:1]1[C:6]([CH3:7])=[CH:5][C:4]([CH3:8])=[CH:3][C:2]=1[CH3:9].OO.[C:12]([OH:15])(=[O:14])[CH3:13]. The catalyst is C(OC(=O)C)(=O)C. The product is [C:12]([O:15][CH2:9][C:2]1[CH:3]=[C:4]([CH3:8])[CH:5]=[C:6]([CH3:7])[N:1]=1)(=[O:14])[CH3:13]. The yield is 0.240. (6) The reactants are [CH2:1]([NH:3][CH2:4][C:5]1[CH:10]=[CH:9][CH:8]=[CH:7][C:6]=1[N+:11]([O-])=O)[CH3:2].[H][H]. The catalyst is C(O)C.[Pd]. The product is [CH2:1]([NH:3][CH2:4][C:5]1[CH:10]=[CH:9][CH:8]=[CH:7][C:6]=1[NH2:11])[CH3:2]. The yield is 1.00.